This data is from Reaction yield outcomes from USPTO patents with 853,638 reactions. The task is: Predict the reaction yield, written as a fraction of the theoretical maximum amount of product (1.0 means a 100% yield; for example, 0.34 means a 34% yield). (1) The reactants are [F:1][C:2]1[CH:3]=[C:4]([CH:26]=[CH:27][CH:28]=1)[O:5][C:6]1[CH:11]=[CH:10][C:9]([NH:12][C:13]2[C:14]3[C:24](=[O:25])[NH:23][CH:22]=[CH:21][C:15]=3[N:16]=[C:17]([S:19][CH3:20])[N:18]=2)=[CH:8][CH:7]=1.[Br:29]N1C(=O)CCC1=O. The catalyst is CN(C=O)C. The product is [Br:29][C:21]1[C:15]2[N:16]=[C:17]([S:19][CH3:20])[N:18]=[C:13]([NH:12][C:9]3[CH:8]=[CH:7][C:6]([O:5][C:4]4[CH:26]=[CH:27][CH:28]=[C:2]([F:1])[CH:3]=4)=[CH:11][CH:10]=3)[C:14]=2[C:24](=[O:25])[NH:23][CH:22]=1. The yield is 0.870. (2) The reactants are [Cl:1][C:2]1[CH:10]=[C:9]2[C:5]([C:6]([CH:11]=[O:12])=[CH:7][NH:8]2)=[CH:4][C:3]=1[C:13]1[CH:18]=[CH:17][C:16]([O:19][CH2:20][CH2:21][N:22]2[CH2:27][CH2:26][O:25][CH2:24][CH2:23]2)=[CH:15][CH:14]=1.CC(=CC)C.Cl([O-])=[O:34].[Na+].OP([O-])(O)=O.[Na+]. The catalyst is C(#N)C.O.C(O)(C)(C)C. The product is [Cl:1][C:2]1[CH:10]=[C:9]2[C:5]([C:6]([C:11]([OH:34])=[O:12])=[CH:7][NH:8]2)=[CH:4][C:3]=1[C:13]1[CH:14]=[CH:15][C:16]([O:19][CH2:20][CH2:21][N:22]2[CH2:23][CH2:24][O:25][CH2:26][CH2:27]2)=[CH:17][CH:18]=1. The yield is 0.220. (3) The reactants are Cl[CH2:2][CH2:3][CH2:4][S:5]([C:8]1[CH:13]=[CH:12][C:11]([F:14])=[C:10]([F:15])[CH:9]=1)(=[O:7])=[O:6].O.CCOC(C)=O. The catalyst is C1COCC1. The product is [CH:4]1([S:5]([C:8]2[CH:13]=[CH:12][C:11]([F:14])=[C:10]([F:15])[CH:9]=2)(=[O:7])=[O:6])[CH2:2][CH2:3]1. The yield is 0.780.